Task: Predict which catalyst facilitates the given reaction.. Dataset: Catalyst prediction with 721,799 reactions and 888 catalyst types from USPTO (1) Reactant: Br[CH2:2][C:3]1[CH:8]=[CH:7][C:6]([C:9]2[CH:13]=[C:12]([C:14]([NH2:16])=[O:15])[O:11][N:10]=2)=[CH:5][CH:4]=1.[F:17][C:18]1[CH:23]=[CH:22][C:21]([OH:24])=[C:20]([CH3:25])[CH:19]=1.C([O-])([O-])=O.[K+].[K+]. Product: [F:17][C:18]1[CH:23]=[CH:22][C:21]([O:24][CH2:2][C:3]2[CH:8]=[CH:7][C:6]([C:9]3[CH:13]=[C:12]([C:14]([NH2:16])=[O:15])[O:11][N:10]=3)=[CH:5][CH:4]=2)=[C:20]([CH3:25])[CH:19]=1. The catalyst class is: 23. (2) Reactant: [CH3:1][O:2][C:3]([C:5]1[S:6][C:7]([C:27]#[C:28][C:29]([CH3:32])([CH3:31])[CH3:30])=[CH:8][C:9]=1[N:10]([C:18]([C@H:20]1[CH2:25][CH2:24][C@H:23]([CH3:26])[CH2:22][CH2:21]1)=[O:19])[CH:11]1[CH2:16][CH2:15][C:14](=[O:17])[CH2:13][CH2:12]1)=[O:4].O.Cl. Product: [CH3:1][O:2][C:3]([C:5]1[S:6][C:7]([C:27]#[C:28][C:29]([CH3:30])([CH3:32])[CH3:31])=[CH:8][C:9]=1[N:10]([CH:11]1[CH2:12][CH2:13][CH:14]([OH:17])[CH2:15][CH2:16]1)[C:18]([C@H:20]1[CH2:25][CH2:24][C@H:23]([CH3:26])[CH2:22][CH2:21]1)=[O:19])=[O:4]. The catalyst class is: 1. (3) Reactant: CC(C)=[O:3].[Cl:5][C:6]1[CH:32]=[CH:31][C:9]([CH2:10][N:11]2[CH:16]=[N:15][C:14]([NH:17][CH:18]3[CH2:22][CH2:21][C:20]([C:23]4[CH:28]=[CH:27][C:26]([F:29])=[CH:25][CH:24]=4)=[CH:19]3)=[N:13][C:12]2=[O:30])=[CH:8][CH:7]=1.C[N+]1([O-])CCOCC1.S([O-])([O-])(=O)=S.[Na+].[Na+].[OH2:48]. Product: [Cl:5][C:6]1[CH:7]=[CH:8][C:9]([CH2:10][N:11]2[CH:16]=[N:15][C:14]([NH:17][CH:18]3[CH2:22][CH2:21][C:20]([C:23]4[CH:24]=[CH:25][C:26]([F:29])=[CH:27][CH:28]=4)([OH:48])[CH:19]3[OH:3])=[N:13][C:12]2=[O:30])=[CH:31][CH:32]=1. The catalyst class is: 771. (4) Reactant: [CH:1]12[CH2:8][NH:7][CH2:6][CH:5]1[CH2:4][N:3]([C:9]1[CH:21]=[CH:20][C:19]3[C:18]4[C:13](=[CH:14][CH:15]=[CH:16][CH:17]=4)[C:12](=[O:22])[C:11]=3[CH:10]=1)[CH2:2]2.[C:23]1([CH3:33])[CH:28]=[CH:27][C:26]([S:29]([OH:32])(=[O:31])=[O:30])=[CH:25][CH:24]=1. Product: [C:23]1([CH3:33])[CH:24]=[CH:25][C:26]([S:29]([OH:32])(=[O:30])=[O:31])=[CH:27][CH:28]=1.[CH:5]12[CH2:6][NH:7][CH2:8][CH:1]1[CH2:2][N:3]([C:9]1[CH:21]=[CH:20][C:19]3[C:18]4[C:13](=[CH:14][CH:15]=[CH:16][CH:17]=4)[C:12](=[O:22])[C:11]=3[CH:10]=1)[CH2:4]2. The catalyst class is: 191.